Task: Regression/Classification. Given a drug SMILES string, predict its absorption, distribution, metabolism, or excretion properties. Task type varies by dataset: regression for continuous measurements (e.g., permeability, clearance, half-life) or binary classification for categorical outcomes (e.g., BBB penetration, CYP inhibition). Dataset: pampa_ncats.. Dataset: PAMPA (Parallel Artificial Membrane Permeability Assay) permeability data from NCATS (1) The drug is CN1C=C(C=N1)C2=NC3=CC=CC=C3C(=N2)NC4=CC(=C(C=C4)F)F. The result is 1 (high permeability). (2) The molecule is COC1=CC=CC=C1C2=C3C=CC=CN3C(=N2)C(=O)NCC(=O)OC. The result is 1 (high permeability). (3) The compound is CC1=CC=CC=C1S(=O)(=O)NC2=C(C=CN=C2)C(=O)NC3=NC(=CS3)C4=CC=CC=C4. The result is 1 (high permeability). (4) The drug is C1=CC(=C(C=C1[C@H](CN)O)O)O. The result is 0 (low-to-moderate permeability). (5) The drug is COCCNC1=NC=C(C2=C1OCC2)C3=CC(=CC=C3)O. The result is 1 (high permeability). (6) The compound is CC1=C(C(=O)N2C=CSC2=N1)S(=O)(=O)NC3=CC=C(C=C3)N4CCN(CC4)C. The result is 1 (high permeability). (7) The drug is CC1CCC2=C(N1S(=O)(=O)C3=CC=CS3)C=C(C=C2)F. The result is 1 (high permeability). (8) The drug is C1=CC2=C(C(=C1)CNC3=CC=C(C=C3)S(=O)(=O)NC4=NC=CS4)NC=C2. The result is 0 (low-to-moderate permeability).